Task: Predict the reactants needed to synthesize the given product.. Dataset: Full USPTO retrosynthesis dataset with 1.9M reactions from patents (1976-2016) (1) Given the product [C:26]([O-:35])(=[O:34])[C:27]1[C:28](=[CH:30][CH:31]=[CH:32][CH:33]=1)[OH:29].[CH2:15]([N+:12]([CH2:2][CH2:3][CH2:4][CH2:5][CH2:6][CH2:7][CH2:8][CH2:9][CH2:10][CH3:11])([CH3:14])[CH3:13])[CH2:16][CH2:17][CH2:18][CH2:19][CH2:20][CH2:21][CH2:22][CH2:23][CH3:24], predict the reactants needed to synthesize it. The reactants are: [Cl-].[CH2:2]([N+:12]([CH2:15][CH2:16][CH2:17][CH2:18][CH2:19][CH2:20][CH2:21][CH2:22][CH2:23][CH3:24])([CH3:14])[CH3:13])[CH2:3][CH2:4][CH2:5][CH2:6][CH2:7][CH2:8][CH2:9][CH2:10][CH3:11].O.[C:26]([O-:35])(=[O:34])[C:27]1[C:28](=[CH:30][CH:31]=[CH:32][CH:33]=1)[OH:29].[Na+]. (2) The reactants are: [C:1]([N:9]1[CH2:22][CH2:21][C:20]2[C:19]3[CH:18]=[C:17](Br)[CH:16]=[CH:15][C:14]=3[NH:13][C:12]=2[CH2:11][CH2:10]1)(=[O:8])[C:2]1[CH:7]=[CH:6][CH:5]=[CH:4][CH:3]=1.[CH3:24][O:25][C:26]1[CH:31]=[CH:30][C:29](B(O)O)=[CH:28][CH:27]=1.CCOC(C)=O.CCCCCCC. Given the product [C:1]([N:9]1[CH2:22][CH2:21][C:20]2[C:19]3[CH:18]=[C:17]([C:29]4[CH:30]=[CH:31][C:26]([O:25][CH3:24])=[CH:27][CH:28]=4)[CH:16]=[CH:15][C:14]=3[NH:13][C:12]=2[CH2:11][CH2:10]1)(=[O:8])[C:2]1[CH:7]=[CH:6][CH:5]=[CH:4][CH:3]=1, predict the reactants needed to synthesize it.